This data is from Full USPTO retrosynthesis dataset with 1.9M reactions from patents (1976-2016). The task is: Predict the reactants needed to synthesize the given product. (1) Given the product [C:7]([O:23][C:14]1[C:15]([C:16]([O:18][CH3:19])=[O:17])=[CH:20][CH:21]=[CH:22][C:13]=1[C:10](=[O:12])[CH3:11])(=[O:8])[C:4]1[CH:5]=[CH:6][N:1]=[CH:2][CH:3]=1, predict the reactants needed to synthesize it. The reactants are: [N:1]1[CH:6]=[CH:5][C:4]([C:7](Cl)=[O:8])=[CH:3][CH:2]=1.[C:10]([C:13]1[C:14]([OH:23])=[C:15]([CH:20]=[CH:21][CH:22]=1)[C:16]([O:18][CH3:19])=[O:17])(=[O:12])[CH3:11].CCN(C(C)C)C(C)C.O. (2) The reactants are: C([N:8]1[C:13]2[CH:14]=[C:15]([CH2:18][C:19]3[CH:20]=[C:21]([C@H:26]4[C@H:31]([OH:32])[C@@H:30]([OH:33])[C@H:29]([OH:34])[C@@H:28]([CH2:35][OH:36])[O:27]4)[CH:22]=[CH:23][C:24]=3[Cl:25])[CH:16]=[CH:17][C:12]=2[O:11][CH2:10][CH2:9]1)C1C=CC=CC=1.Cl. Given the product [Cl:25][C:24]1[CH:23]=[CH:22][C:21]([C@H:26]2[C@H:31]([OH:32])[C@@H:30]([OH:33])[C@H:29]([OH:34])[C@@H:28]([CH2:35][OH:36])[O:27]2)=[CH:20][C:19]=1[CH2:18][C:15]1[CH:16]=[CH:17][C:12]2[O:11][CH2:10][CH2:9][NH:8][C:13]=2[CH:14]=1, predict the reactants needed to synthesize it. (3) Given the product [N+:28]([C:25]1[CH:26]=[CH:27][C:22]([N:1]2[CH:5]=[C:4]([C:6]3[C:7]([C:15]4[CH:16]=[CH:17][CH:18]=[CH:19][CH:20]=4)=[N:8][O:9][C:10]=3[C:11]([F:14])([F:12])[F:13])[N:3]=[CH:2]2)=[CH:23][CH:24]=1)([O-:30])=[O:29], predict the reactants needed to synthesize it. The reactants are: [NH:1]1[CH:5]=[C:4]([C:6]2[C:7]([C:15]3[CH:20]=[CH:19][CH:18]=[CH:17][CH:16]=3)=[N:8][O:9][C:10]=2[C:11]([F:14])([F:13])[F:12])[N:3]=[CH:2]1.F[C:22]1[CH:27]=[CH:26][C:25]([N+:28]([O-:30])=[O:29])=[CH:24][CH:23]=1. (4) Given the product [CH2:22]([O:29][CH2:2][CH2:3][NH:4][C:5]([C:7]1[S:8][CH:9]=[CH:10][C:11]=1[NH:12][C:13]1[CH:18]=[CH:17][N:16]=[C:15]2[NH:19][CH:20]=[CH:21][C:14]=12)=[O:6])[C:23]1[CH:28]=[CH:27][CH:26]=[CH:25][CH:24]=1, predict the reactants needed to synthesize it. The reactants are: N[CH2:2][CH2:3][NH:4][C:5]([C:7]1[S:8][CH:9]=[CH:10][C:11]=1[NH:12][C:13]1[CH:18]=[CH:17][N:16]=[C:15]2[NH:19][CH:20]=[CH:21][C:14]=12)=[O:6].[CH2:22]([O:29]CCN)[C:23]1[CH:28]=[CH:27][CH:26]=[CH:25][CH:24]=1. (5) Given the product [C:37]([O:41][C:42](=[O:43])[NH:44][C@@H:45]([C:49]1[CH:50]=[CH:51][CH:52]=[CH:53][CH:54]=1)[C:46]([N:17]1[C@H:16]([C:14](=[O:15])[NH:13][C@H:6]2[C:7]3[C:12](=[CH:11][CH:10]=[CH:9][CH:8]=3)[O:3][CH2:4][CH2:5]2)[CH2:21][N:20]2[CH2:22][C@H:23]([O:25][CH2:26][CH3:27])[CH2:24][C@@H:19]2[CH2:18]1)=[O:47])([CH3:40])([CH3:38])[CH3:39], predict the reactants needed to synthesize it. The reactants are: Cl.Cl.[O:3]1[C:12]2[C:7](=[CH:8][CH:9]=[CH:10][CH:11]=2)[C@H:6]([NH:13][C:14]([C@@H:16]2[CH2:21][N:20]3[CH2:22][C@H:23]([O:25][CH2:26][CH3:27])[CH2:24][C@@H:19]3[CH2:18][NH:17]2)=[O:15])[CH2:5][CH2:4]1.C(N(CC)C(C)C)(C)C.[C:37]([O:41][C:42]([NH:44][C@@H:45]([C:49]1[CH:54]=[CH:53][CH:52]=[CH:51][CH:50]=1)[C:46](O)=[O:47])=[O:43])([CH3:40])([CH3:39])[CH3:38].F[P-](F)(F)(F)(F)F.N1(OC(N(C)C)=[N+](C)C)C2N=CC=CC=2N=N1.